Dataset: Peptide-MHC class I binding affinity with 185,985 pairs from IEDB/IMGT. Task: Regression. Given a peptide amino acid sequence and an MHC pseudo amino acid sequence, predict their binding affinity value. This is MHC class I binding data. (1) The peptide sequence is DYTMLLLSQL. The MHC is H-2-Kd with pseudo-sequence H-2-Kd. The binding affinity (normalized) is 0. (2) The peptide sequence is SVKKDLVSY. The MHC is HLA-A01:01 with pseudo-sequence HLA-A01:01. The binding affinity (normalized) is 0. (3) The peptide sequence is MLFTKFFYL. The MHC is HLA-A68:02 with pseudo-sequence HLA-A68:02. The binding affinity (normalized) is 1.00. (4) The peptide sequence is RSLYNTIATLY. The MHC is HLA-A26:03 with pseudo-sequence HLA-A26:03. The binding affinity (normalized) is 0.0847. (5) The peptide sequence is VPAQNAIST. The MHC is HLA-B07:02 with pseudo-sequence HLA-B07:02. The binding affinity (normalized) is 0.617.